Dataset: Full USPTO retrosynthesis dataset with 1.9M reactions from patents (1976-2016). Task: Predict the reactants needed to synthesize the given product. (1) Given the product [OH:8][C:6]1[C:5]([C:10]2[CH:11]=[CH:12][CH:13]=[CH:14][CH:15]=2)=[CH:4][C:3]([C:16]2[C:25]3[C:20](=[CH:21][CH:22]=[CH:23][C:24]=3[C:26]3[CH:31]=[C:30]([C:32]4[CH:33]=[CH:34][CH:35]=[CH:36][CH:37]=4)[C:29]([OH:38])=[CH:28][C:27]=3[CH3:40])[CH:19]=[CH:18][CH:17]=2)=[C:2]([CH3:1])[CH:7]=1, predict the reactants needed to synthesize it. The reactants are: [CH3:1][C:2]1[CH:7]=[C:6]([O:8]C)[C:5]([C:10]2[CH:15]=[CH:14][CH:13]=[CH:12][CH:11]=2)=[CH:4][C:3]=1[C:16]1[C:25]2[C:20](=[CH:21][CH:22]=[CH:23][C:24]=2[C:26]2[CH:31]=[C:30]([C:32]3[CH:37]=[CH:36][CH:35]=[CH:34][CH:33]=3)[C:29]([O:38]C)=[CH:28][C:27]=2[CH3:40])[CH:19]=[CH:18][CH:17]=1.B(Br)(Br)Br. (2) Given the product [CH3:38][CH:36]([C:33]1[N:32]=[C:31]([N:28]2[CH2:27][CH2:26][CH:25]([CH:23]([O:17][C:14]3[CH:13]=[CH:12][C:11]([C:8]4[CH:7]=[CH:6][C:5]([S:2]([CH3:1])(=[O:4])=[O:3])=[CH:10][CH:9]=4)=[N:16][CH:15]=3)[CH3:24])[CH2:30][CH2:29]2)[O:35][N:34]=1)[CH3:37], predict the reactants needed to synthesize it. The reactants are: [CH3:1][S:2]([C:5]1[CH:10]=[CH:9][C:8]([C:11]2[N:16]=[CH:15][C:14]([OH:17])=[CH:13][CH:12]=2)=[CH:7][CH:6]=1)(=[O:4])=[O:3].CS(O[CH:23]([CH:25]1[CH2:30][CH2:29][N:28]([C:31]2[O:35][N:34]=[C:33]([CH:36]([CH3:38])[CH3:37])[N:32]=2)[CH2:27][CH2:26]1)[CH3:24])(=O)=O.C([O-])([O-])=O.[K+].[K+]. (3) Given the product [CH:17]1([CH2:20][O:21][C:22]2[CH:27]=[C:26]([F:28])[CH:25]=[CH:24][C:23]=2[C:14]2[CH:13]=[CH:12][N:11]=[C:10]3[C:6]([C:4]([O:3][CH2:1][CH3:2])=[O:5])=[C:7]([CH3:16])[NH:8][C:9]=23)[CH2:18][CH2:19]1, predict the reactants needed to synthesize it. The reactants are: [CH2:1]([O:3][C:4]([C:6]1[C:10]2=[N:11][CH:12]=[CH:13][C:14](Cl)=[C:9]2[NH:8][C:7]=1[CH3:16])=[O:5])[CH3:2].[CH:17]1([CH2:20][O:21][C:22]2[CH:27]=[C:26]([F:28])[CH:25]=[CH:24][C:23]=2B2OC(C)(C)C(C)(C)O2)[CH2:19][CH2:18]1. (4) Given the product [CH3:1][C:2]1([CH3:23])[C:11]2[C:6](=[CH:7][CH:8]=[C:9]([C:12]([F:15])([F:13])[F:14])[CH:10]=2)[NH:5][CH:4]([C:16]2[CH:17]=[C:18]([NH:22][S:36]([C:32]3[CH:31]=[N:30][CH:35]=[CH:34][CH:33]=3)(=[O:38])=[O:37])[CH:19]=[CH:20][CH:21]=2)[CH2:3]1, predict the reactants needed to synthesize it. The reactants are: [CH3:1][C:2]1([CH3:23])[C:11]2[C:6](=[CH:7][CH:8]=[C:9]([C:12]([F:15])([F:14])[F:13])[CH:10]=2)[NH:5][CH:4]([C:16]2[CH:17]=[C:18]([NH2:22])[CH:19]=[CH:20][CH:21]=2)[CH2:3]1.N1C=CC=CC=1.[N:30]1[CH:35]=[CH:34][CH:33]=[C:32]([S:36](Cl)(=[O:38])=[O:37])[CH:31]=1.CC1(C)C2C(=CC=C(C)C=2)NC(C2C=C(N)C=CC=2)C1.